From a dataset of Forward reaction prediction with 1.9M reactions from USPTO patents (1976-2016). Predict the product of the given reaction. (1) Given the reactants [C:1]([O:9][C:10]1([CH2:13][CH2:14][O:15]C2CCCCO2)[CH2:12][CH2:11]1)(=[O:8])[C:2]1[CH:7]=[CH:6][CH:5]=[CH:4][CH:3]=1.CC1C=CC(S([O-])(=O)=O)=CC=1.C1C=C[NH+]=CC=1, predict the reaction product. The product is: [C:1]([O:9][C:10]1([CH2:13][CH2:14][OH:15])[CH2:12][CH2:11]1)(=[O:8])[C:2]1[CH:7]=[CH:6][CH:5]=[CH:4][CH:3]=1. (2) Given the reactants [NH2:1][C:2]1[N:3]([CH3:8])[O:4][C:5](=[O:7])[CH:6]=1.[Br:9][C:10]1[CH:11]=[C:12]([CH:15]=[CH:16][C:17]=1[F:18])[CH:13]=O.[CH3:19][C:20]1([CH3:28])[CH2:25][CH2:24][C:23](=O)[CH2:22][C:21]1=[O:27], predict the reaction product. The product is: [Br:9][C:10]1[CH:11]=[C:12]([CH:13]2[C:22]3[C:21](=[O:27])[C:20]([CH3:28])([CH3:19])[CH2:25][CH2:24][C:23]=3[NH:1][C:2]3[N:3]([CH3:8])[O:4][C:5](=[O:7])[C:6]2=3)[CH:15]=[CH:16][C:17]=1[F:18]. (3) Given the reactants [F:1][C:2]([F:13])([F:12])[O:3][C:4]1[CH:5]=[C:6]([CH:9]=[CH:10][CH:11]=1)[CH:7]=O.[F:14][C:15]1[CH:21]=[CH:20][C:18]([NH2:19])=[CH:17][CH:16]=1.[C:22]([O:27]CC)(=O)[C:23]([CH3:25])=O, predict the reaction product. The product is: [F:1][C:2]([F:13])([F:12])[O:3][C:4]1[CH:5]=[C:6]([CH:7]2[N:19]([C:18]3[CH:20]=[CH:21][C:15]([F:14])=[CH:16][CH:17]=3)[C:22](=[O:27])[C:23]([NH:19][C:18]3[CH:20]=[CH:21][C:15]([F:14])=[CH:16][CH:17]=3)=[CH:25]2)[CH:9]=[CH:10][CH:11]=1. (4) Given the reactants [CH3:1][CH:2]([C:4]1[N:8]([CH2:9][CH2:10][C@@H:11]([OH:19])[CH2:12][C@@H:13]([OH:18])[CH2:14][C:15]([OH:17])=[O:16])[C:7]([C:20]2[CH:21]=[CH:22][C:23]([F:26])=[CH:24][CH:25]=2)=[C:6]([C:27]2[CH:28]=[CH:29][CH:30]=[CH:31][CH:32]=2)[C:5]=1[C:33]([NH:35][C:36]1[CH:37]=[CH:38][CH:39]=[CH:40][CH:41]=1)=[O:34])[CH3:3].[Ca:42], predict the reaction product. The product is: [CH3:3][CH:2]([C:4]1[N:8]([CH2:9][CH2:10][C@@H:11]([OH:19])[CH2:12][C@@H:13]([OH:18])[CH2:14][C:15]([O-:17])=[O:16])[C:7]([C:20]2[CH:25]=[CH:24][C:23]([F:26])=[CH:22][CH:21]=2)=[C:6]([C:27]2[CH:32]=[CH:31][CH:30]=[CH:29][CH:28]=2)[C:5]=1[C:33]([NH:35][C:36]1[CH:41]=[CH:40][CH:39]=[CH:38][CH:37]=1)=[O:34])[CH3:1].[CH3:3][CH:2]([C:4]1[N:8]([CH2:9][CH2:10][C@@H:11]([OH:19])[CH2:12][C@@H:13]([OH:18])[CH2:14][C:15]([O-:17])=[O:16])[C:7]([C:20]2[CH:25]=[CH:24][C:23]([F:26])=[CH:22][CH:21]=2)=[C:6]([C:27]2[CH:32]=[CH:31][CH:30]=[CH:29][CH:28]=2)[C:5]=1[C:33]([NH:35][C:36]1[CH:41]=[CH:40][CH:39]=[CH:38][CH:37]=1)=[O:34])[CH3:1].[Ca+2:42]. (5) Given the reactants [CH2:1]([C:3]1[CH:4]=[C:5]([C:16]2[N:20]=[C:19]([C:21]3[CH:26]=[CH:25][C:24]([O:27][C:28]4[CH:33]=[CH:32][CH:31]=[CH:30][CH:29]=4)=[CH:23][CH:22]=3)[O:18][N:17]=2)[S:6][C:7]=1[CH2:8][O:9]C1CCCCO1)[CH3:2].C1(C)C=CC(S([O-])(=O)=O)=CC=1.[NH+]1C=CC=CC=1.O, predict the reaction product. The product is: [CH2:1]([C:3]1[CH:4]=[C:5]([C:16]2[N:20]=[C:19]([C:21]3[CH:22]=[CH:23][C:24]([O:27][C:28]4[CH:29]=[CH:30][CH:31]=[CH:32][CH:33]=4)=[CH:25][CH:26]=3)[O:18][N:17]=2)[S:6][C:7]=1[CH2:8][OH:9])[CH3:2].